Task: Predict the reaction yield, written as a fraction of the theoretical maximum amount of product (1.0 means a 100% yield; for example, 0.34 means a 34% yield).. Dataset: Reaction yield outcomes from USPTO patents with 853,638 reactions (1) The reactants are C(N[C:5](=[CH2:10])[C:6](OC)=O)(=O)C.Cl.Cl.[NH:13]([C:15]1[CH:16]=[N:17][CH:18]=[CH:19][CH:20]=1)[NH2:14].[O-]CC.[Na+].P(Cl)(Cl)([Cl:27])=O. The catalyst is O.[OH-].[Na+].CO.ClCCl.C(O)C. The product is [Cl:27][C:6]1[CH:5]=[CH:10][N:13]([C:15]2[CH:16]=[N:17][CH:18]=[CH:19][CH:20]=2)[N:14]=1. The yield is 0.490. (2) The reactants are [NH2:1][C:2]1[CH:3]=[CH:4][C:5]([C:12]#[N:13])=[C:6]([C:8]([F:11])([F:10])[F:9])[CH:7]=1.C(OCCCC)(=O)C.[C:22]1(=[O:28])[O:27][C:25](=[O:26])[CH:24]=[CH:23]1. The catalyst is CCCCCCC. The product is [C:12]([C:5]1[CH:4]=[CH:3][C:2]([NH:1][C:22]([CH:23]=[CH:24][C:25]([OH:27])=[O:26])=[O:28])=[CH:7][C:6]=1[C:8]([F:9])([F:10])[F:11])#[N:13]. The yield is 0.950.